Predict the reactants needed to synthesize the given product. From a dataset of Full USPTO retrosynthesis dataset with 1.9M reactions from patents (1976-2016). (1) Given the product [CH3:13][S:10]([C:5]1[CH:6]=[CH:7][CH:8]=[CH:9][C:4]=1[CH2:3][OH:2])(=[O:11])=[O:12], predict the reactants needed to synthesize it. The reactants are: C[O:2][C:3](=O)[C:4]1[CH:9]=[CH:8][CH:7]=[CH:6][C:5]=1[S:10]([CH3:13])(=[O:12])=[O:11].[Li+].[BH4-].Cl. (2) Given the product [Cl:1][C:2]1[C:7]([Cl:8])=[CH:6][N:5]=[C:4]2[N:9]([S:13]([C:16]3[CH:22]=[CH:21][C:19]([CH3:20])=[CH:18][CH:17]=3)(=[O:15])=[O:14])[C:10]([C:31]3[CH2:36][CH2:35][N:34]([C:37]([O:39][C:40]([CH3:43])([CH3:42])[CH3:41])=[O:38])[CH2:33][CH:32]=3)=[CH:11][C:3]=12, predict the reactants needed to synthesize it. The reactants are: [Cl:1][C:2]1[C:7]([Cl:8])=[CH:6][N:5]=[C:4]2[N:9]([S:13]([C:16]3[CH:22]=[CH:21][C:19]([CH3:20])=[CH:18][CH:17]=3)(=[O:15])=[O:14])[C:10](I)=[CH:11][C:3]=12.CC1(C)C(C)(C)OB([C:31]2[CH2:36][CH2:35][N:34]([C:37]([O:39][C:40]([CH3:43])([CH3:42])[CH3:41])=[O:38])[CH2:33][CH:32]=2)O1.C(=O)([O-])O.[Na+]. (3) Given the product [C:15]([C:14]([NH:13][C:8](=[O:9])[C:7]1[CH:11]=[CH:12][C:4]([N+:1]([O-:3])=[O:2])=[CH:5][CH:6]=1)([CH3:30])[CH2:17][N:18]1[CH:26]=[C:25]2[C:20]([C:21]([Cl:29])=[C:22]([Cl:28])[CH:23]=[C:24]2[Cl:27])=[N:19]1)#[N:16], predict the reactants needed to synthesize it. The reactants are: [N+:1]([C:4]1[CH:12]=[CH:11][C:7]([C:8](Cl)=[O:9])=[CH:6][CH:5]=1)([O-:3])=[O:2].[NH2:13][C:14]([CH3:30])([CH2:17][N:18]1[CH:26]=[C:25]2[C:20]([C:21]([Cl:29])=[C:22]([Cl:28])[CH:23]=[C:24]2[Cl:27])=[N:19]1)[C:15]#[N:16]. (4) Given the product [C:32]([O:31][C:30]([N:29]([C:23]1[C:24]([F:28])=[CH:25][CH:26]=[CH:27][C:22]=1[F:21])[C:2]1[CH:12]=[CH:11][C:5]([C:6]([O:8][CH2:9][CH3:10])=[O:7])=[C:4]([C:13]2[CH:18]=[CH:17][C:16]([F:19])=[CH:15][C:14]=2[F:20])[N:3]=1)=[O:36])([CH3:35])([CH3:33])[CH3:34], predict the reactants needed to synthesize it. The reactants are: Cl[C:2]1[CH:12]=[CH:11][C:5]([C:6]([O:8][CH2:9][CH3:10])=[O:7])=[C:4]([C:13]2[CH:18]=[CH:17][C:16]([F:19])=[CH:15][C:14]=2[F:20])[N:3]=1.[F:21][C:22]1[CH:27]=[CH:26][CH:25]=[C:24]([F:28])[C:23]=1[NH:29][C:30](=[O:36])[O:31][C:32]([CH3:35])([CH3:34])[CH3:33].C(=O)([O-])[O-].[Cs+].[Cs+].Cl. (5) Given the product [Cl:1][C:2]1[CH:3]=[C:4]([C:9]([C:12]2[N:16]([C:17]3[CH:22]=[CH:21][C:20]([F:23])=[C:19]([O:24][CH3:25])[CH:18]=3)[C:15]([S:26][CH2:27][C:28]3[C:29]([F:42])=[CH:30][C:31]([C:32]([OH:34])=[O:33])=[CH:39][C:40]=3[F:41])=[N:14][CH:13]=2)([CH3:11])[CH3:10])[CH:5]=[CH:6][C:7]=1[Cl:8], predict the reactants needed to synthesize it. The reactants are: [Cl:1][C:2]1[CH:3]=[C:4]([C:9]([C:12]2[N:16]([C:17]3[CH:22]=[CH:21][C:20]([F:23])=[C:19]([O:24][CH3:25])[CH:18]=3)[C:15]([S:26][CH2:27][C:28]3[C:40]([F:41])=[CH:39][C:31]([C:32]([O:34]C(C)(C)C)=[O:33])=[CH:30][C:29]=3[F:42])=[N:14][CH:13]=2)([CH3:11])[CH3:10])[CH:5]=[CH:6][C:7]=1[Cl:8].C(O)(C(F)(F)F)=O.